The task is: Predict the reaction yield, written as a fraction of the theoretical maximum amount of product (1.0 means a 100% yield; for example, 0.34 means a 34% yield).. This data is from Reaction yield outcomes from USPTO patents with 853,638 reactions. (1) The reactants are [CH2:1]([O:8][C:9]([NH:11][C@H:12]1[CH2:16][CH2:15][N:14]([C@H:17]2[CH2:23][CH2:22][C@@H:21]3[CH2:24][C@H:18]2[C:19](=[O:32])[N:20]3[C:25]([O:27][C:28]([CH3:31])([CH3:30])[CH3:29])=[O:26])[C:13]1=[O:33])=[O:10])[C:2]1[CH:7]=[CH:6][CH:5]=[CH:4][CH:3]=1.[OH2:34].[OH-].[Li+].O. The catalyst is C1COCC1. The product is [CH2:1]([O:8][C:9]([NH:11][C@H:12]1[CH2:16][CH2:15][N:14]([C@H:17]2[CH2:23][CH2:22][C@@H:21]([NH:20][C:25]([O:27][C:28]([CH3:30])([CH3:31])[CH3:29])=[O:26])[CH2:24][C@H:18]2[C:19]([OH:34])=[O:32])[C:13]1=[O:33])=[O:10])[C:2]1[CH:7]=[CH:6][CH:5]=[CH:4][CH:3]=1. The yield is 0.930. (2) The reactants are [CH2:1]=[O:2].[CH2:3]([NH2:10])[C:4]1[CH:9]=[CH:8][CH:7]=[CH:6][CH:5]=1.[F:11][C:12]1[CH:17]=[CH:16][C:15]([C:18](=O)/[C:19](/[C:22]2[CH:27]=[CH:26][N:25]=[C:24]([F:28])[CH:23]=2)=[N:20]/O)=[CH:14][CH:13]=1. The catalyst is C(#N)C. The product is [CH2:3]([N:10]1[C:18]([C:15]2[CH:16]=[CH:17][C:12]([F:11])=[CH:13][CH:14]=2)=[C:19]([C:22]2[CH:27]=[CH:26][N:25]=[C:24]([F:28])[CH:23]=2)[NH:20][C:1]1=[O:2])[C:4]1[CH:9]=[CH:8][CH:7]=[CH:6][CH:5]=1. The yield is 0.460. (3) The reactants are [CH2:1]([O:3][C:4]([C:6]1[O:7][C:8]2[CH:15]=[CH:14][CH:13]=[C:12]([OH:16])[C:9]=2[C:10]=1[CH3:11])=[O:5])[CH3:2].[Cl:17]N1C(=O)CCC1=O. The catalyst is C(Cl)(Cl)(Cl)Cl. The product is [CH2:1]([O:3][C:4]([C:6]1[O:7][C:8]2[CH:15]=[CH:14][C:13]([Cl:17])=[C:12]([OH:16])[C:9]=2[C:10]=1[CH3:11])=[O:5])[CH3:2]. The yield is 0.480. (4) The reactants are [O:1]=[C:2]1[C@H:6]([O:7][C:8](=[O:15])[C:9]2[CH:14]=[CH:13][CH:12]=[CH:11][CH:10]=2)[C@@H:5]([O:16][C:17](=[O:24])[C:18]2[CH:23]=[CH:22][CH:21]=[CH:20][CH:19]=2)[C:4](=O)[O:3]1.C(#N)C.[NH2:29][OH:30].O. The catalyst is C1(C)C=CC=CC=1. The product is [OH:30][N:29]1[C:2](=[O:1])[C@H:6]([O:7][C:8](=[O:15])[C:9]2[CH:14]=[CH:13][CH:12]=[CH:11][CH:10]=2)[C@@H:5]([O:16][C:17](=[O:24])[C:18]2[CH:23]=[CH:22][CH:21]=[CH:20][CH:19]=2)[C:4]1=[O:3]. The yield is 0.870. (5) The reactants are [NH2:1][C:2]1[CH:3]=[C:4]([OH:9])[C:5]([OH:8])=[CH:6][CH:7]=1.[OH-].[Na+].[CH3:12][CH:13]([CH3:28])[CH2:14][CH2:15][CH2:16][CH2:17][CH2:18][CH2:19][CH2:20][CH2:21][CH2:22][CH2:23][CH2:24][C:25](Cl)=[O:26].[N+](C1C=C(O)C(O)=CC=1)([O-])=O.Cl. The catalyst is C(O)C.ClCCl. The product is [OH:9][C:4]1[CH:3]=[C:2]([NH:1][C:25](=[O:26])[CH2:24][CH2:23][CH2:22][CH2:21][CH2:20][CH2:19][CH2:18][CH2:17][CH2:16][CH2:15][CH2:14][CH:13]([CH3:12])[CH3:28])[CH:7]=[CH:6][C:5]=1[OH:8]. The yield is 0.850. (6) The reactants are C(OC([N:8]1[CH2:13][CH2:12][N:11]([CH2:14][CH2:15][CH2:16][O:17][C:18]2[CH:23]=[CH:22][C:21]([C:24]3[NH:28][C:27]4[CH:29]=[C:30]([F:34])[C:31]([Cl:33])=[CH:32][C:26]=4[N:25]=3)=[CH:20][C:19]=2[Cl:35])[CH2:10][CH2:9]1)=O)(C)(C)C.C(OC(N1CCN(CCCOC2C=CC(C=O)=CC=2Cl)CC1)=O)(C)(C)C.ClC1C=C(N)C(N)=CC=1F. No catalyst specified. The product is [Cl:33][C:31]1[C:30]([F:34])=[CH:29][C:27]2[NH:28][C:24]([C:21]3[CH:22]=[CH:23][C:18]([O:17][CH2:16][CH2:15][CH2:14][N:11]4[CH2:10][CH2:9][NH:8][CH2:13][CH2:12]4)=[C:19]([Cl:35])[CH:20]=3)=[N:25][C:26]=2[CH:32]=1. The yield is 0.150.